This data is from Catalyst prediction with 721,799 reactions and 888 catalyst types from USPTO. The task is: Predict which catalyst facilitates the given reaction. (1) Reactant: [N+:1]([C:4]1[C:62]([CH3:63])=[CH:61][CH:60]=[CH:59][C:5]=1[CH2:6][N:7]1[CH2:11][CH2:10][N:9]([C@@H:12]([C:54]([CH3:57])([CH3:56])[CH3:55])[C:13]([NH:15][C@@H:16]([CH2:47][C:48]2[CH:53]=[CH:52][CH:51]=[CH:50][CH:49]=2)[C@@H:17]([OH:46])[CH2:18][C@@H:19]([NH:33][C:34]([C@@H:36]([NH:41][C:42](=[O:45])[O:43][CH3:44])[C:37]([CH3:40])([CH3:39])[CH3:38])=[O:35])[CH2:20][C:21]2[CH:26]=[CH:25][C:24]([C:27]3[CH:32]=[CH:31][CH:30]=[CH:29][N:28]=3)=[CH:23][CH:22]=2)=[O:14])[C:8]1=[O:58])([O-])=O.[H][H]. Product: [NH2:1][C:4]1[C:62]([CH3:63])=[CH:61][CH:60]=[CH:59][C:5]=1[CH2:6][N:7]1[CH2:11][CH2:10][N:9]([C@@H:12]([C:54]([CH3:55])([CH3:56])[CH3:57])[C:13]([NH:15][C@@H:16]([CH2:47][C:48]2[CH:53]=[CH:52][CH:51]=[CH:50][CH:49]=2)[C@@H:17]([OH:46])[CH2:18][C@@H:19]([NH:33][C:34]([C@@H:36]([NH:41][C:42](=[O:45])[O:43][CH3:44])[C:37]([CH3:39])([CH3:38])[CH3:40])=[O:35])[CH2:20][C:21]2[CH:26]=[CH:25][C:24]([C:27]3[CH:32]=[CH:31][CH:30]=[CH:29][N:28]=3)=[CH:23][CH:22]=2)=[O:14])[C:8]1=[O:58]. The catalyst class is: 29. (2) Reactant: [O:1]1[C:10]2[C:5](=[CH:6][CH:7]=[CH:8][CH:9]=2)[CH:4]([O:11][C:12]2[C:20]3[N:19]=[C:18]([CH3:21])[N:17]([CH3:22])[C:16]=3[CH:15]=[C:14]([C:23]([O:25]C)=[O:24])[CH:13]=2)[CH2:3][CH2:2]1.CO.[OH-].[Li+]. Product: [O:1]1[C:10]2[C:5](=[CH:6][CH:7]=[CH:8][CH:9]=2)[CH:4]([O:11][C:12]2[C:20]3[N:19]=[C:18]([CH3:21])[N:17]([CH3:22])[C:16]=3[CH:15]=[C:14]([C:23]([OH:25])=[O:24])[CH:13]=2)[CH2:3][CH2:2]1. The catalyst class is: 7. (3) Reactant: [C-:1]#[N:2].[K+].Br[CH2:5][C:6]([C:8]1[CH:13]=[CH:12][C:11]([Br:14])=[CH:10][CH:9]=1)=[O:7].C.Cl. Product: [Br:14][C:11]1[CH:12]=[CH:13][C:8]([C:6](=[O:7])[CH2:5][C:1]#[N:2])=[CH:9][CH:10]=1. The catalyst class is: 97. (4) Reactant: [NH2:1][C:2]1[NH:3][C:4](=[S:16])[C:5]([C:14]#[N:15])=[C:6]([C:8]2[CH:13]=[CH:12][CH:11]=[CH:10][CH:9]=2)[N:7]=1.[CH:17]1(Br)[CH2:21][CH2:20][CH2:19][CH2:18]1.CC[O-].[Na+]. Product: [NH2:1][C:2]1[N:3]=[C:4]([S:16][CH:17]2[CH2:21][CH2:20][CH2:19][CH2:18]2)[C:5]([C:14]#[N:15])=[C:6]([C:8]2[CH:13]=[CH:12][CH:11]=[CH:10][CH:9]=2)[N:7]=1. The catalyst class is: 8. (5) Reactant: Br[C:2]1[N:7]=[N:6][C:5]([C:8]2[CH:17]=[CH:16][C:15]3[C:10](=[CH:11][CH:12]=[CH:13][CH:14]=3)[CH:9]=2)=[C:4]([C:18]2[CH:23]=[CH:22][N:21]=[CH:20][CH:19]=2)[CH:3]=1.[CH:24]1([NH2:27])[CH2:26][CH2:25]1. Product: [CH:24]1([NH:27][C:2]2[N:7]=[N:6][C:5]([C:8]3[CH:17]=[CH:16][C:15]4[C:10](=[CH:11][CH:12]=[CH:13][CH:14]=4)[CH:9]=3)=[C:4]([C:18]3[CH:23]=[CH:22][N:21]=[CH:20][CH:19]=3)[CH:3]=2)[CH2:26][CH2:25]1. The catalyst class is: 162. (6) Product: [C:1]([CH:5]1[CH2:14][CH2:13][C:12]2[N:11]=[C:10]3[S:15][C:16]([S:19]([CH3:22])(=[O:21])=[O:20])=[C:17]([O:18][S:33]([C:36]([F:39])([F:38])[F:37])(=[O:34])=[O:32])[C:9]3=[CH:8][C:7]=2[CH2:6]1)([CH3:4])([CH3:2])[CH3:3]. The catalyst class is: 2. Reactant: [C:1]([CH:5]1[CH2:14][CH2:13][C:12]2[N:11]=[C:10]3[S:15][C:16]([S:19]([CH3:22])(=[O:21])=[O:20])=[C:17]([OH:18])[C:9]3=[CH:8][C:7]=2[CH2:6]1)([CH3:4])([CH3:3])[CH3:2].C(N(C(C)C)CC)(C)C.[O:32](S(C(F)(F)F)(=O)=O)[S:33]([C:36]([F:39])([F:38])[F:37])(=O)=[O:34].